Dataset: Reaction yield outcomes from USPTO patents with 853,638 reactions. Task: Predict the reaction yield, written as a fraction of the theoretical maximum amount of product (1.0 means a 100% yield; for example, 0.34 means a 34% yield). (1) The catalyst is C(OCC)(=O)C. The product is [CH2:1]([C:5]1[N:10]2[N:11]=[CH:12][N:13]=[C:9]2[N:8]([C@H:14]2[CH2:25][CH2:24][C@H:17]([O:18][CH:19]([CH3:23])[CH:20]([OH:21])[CH3:22])[CH2:16][CH2:15]2)[C:7](=[O:26])[C:6]=1[CH2:27][C:28]1[CH:33]=[CH:32][C:31]([C:34]2[C:35]([C:40]#[N:41])=[CH:36][CH:37]=[CH:38][CH:39]=2)=[CH:30][CH:29]=1)[CH2:2][CH2:3][CH3:4]. The reactants are [CH2:1]([C:5]1[N:10]2[N:11]=[CH:12][N:13]=[C:9]2[N:8]([CH:14]2[CH2:25][CH2:24][C:17]3([O:21][CH:20]([CH3:22])[CH:19]([CH3:23])[O:18]3)[CH2:16][CH2:15]2)[C:7](=[O:26])[C:6]=1[CH2:27][C:28]1[CH:33]=[CH:32][C:31]([C:34]2[C:35]([C:40]#[N:41])=[CH:36][CH:37]=[CH:38][CH:39]=2)=[CH:30][CH:29]=1)[CH2:2][CH2:3][CH3:4].C([BH3-])#N.[Na+].O1CCCC1. The yield is 0.530. (2) The reactants are [NH2:1][C:2]1[CH:7]=[CH:6][C:5]([OH:8])=[CH:4][CH:3]=1.C(=O)([O-])[O-].[K+].[K+].Cl[CH2:16][CH2:17][O:18][CH3:19]. The catalyst is CN(C=O)C. The product is [CH3:19][O:18][CH2:17][CH2:16][O:8][C:5]1[CH:6]=[CH:7][C:2]([NH2:1])=[CH:3][CH:4]=1. The yield is 0.160.